This data is from Full USPTO retrosynthesis dataset with 1.9M reactions from patents (1976-2016). The task is: Predict the reactants needed to synthesize the given product. The reactants are: [CH3:1][C:2]1[C:3](=[O:9])[NH:4][CH:5]=[C:6]([CH3:8])[CH:7]=1.[F:10][C:11]1[CH:23]=[C:22](I)[CH:21]=[CH:20][C:12]=1[CH2:13][N:14]1[CH2:19][CH2:18][O:17][CH2:16][CH2:15]1.C([O-])([O-])=O.[K+].[K+]. Given the product [F:10][C:11]1[CH:23]=[C:22]([N:4]2[CH:5]=[C:6]([CH3:8])[CH:7]=[C:2]([CH3:1])[C:3]2=[O:9])[CH:21]=[CH:20][C:12]=1[CH2:13][N:14]1[CH2:15][CH2:16][O:17][CH2:18][CH2:19]1, predict the reactants needed to synthesize it.